This data is from Reaction yield outcomes from USPTO patents with 853,638 reactions. The task is: Predict the reaction yield, written as a fraction of the theoretical maximum amount of product (1.0 means a 100% yield; for example, 0.34 means a 34% yield). (1) The reactants are Br[C:2]1[CH:3]=[C:4]([CH:9]([F:11])[F:10])[C:5]([NH2:8])=[N:6][CH:7]=1.[CH3:12][C:13]1([CH3:29])[C:17]([CH3:19])([CH3:18])[O:16][B:15]([B:15]2[O:16][C:17]([CH3:19])([CH3:18])[C:13]([CH3:29])([CH3:12])[O:14]2)[O:14]1.C([O-])(=O)C.[K+]. The product is [F:10][CH:9]([F:11])[C:4]1[C:5]([NH2:8])=[N:6][CH:7]=[C:2]([B:15]2[O:16][C:17]([CH3:19])([CH3:18])[C:13]([CH3:29])([CH3:12])[O:14]2)[CH:3]=1. The catalyst is O1CCOCC1.[Pd](Cl)Cl.C1(P(C2C=CC=CC=2)[C-]2C=CC=C2)C=CC=CC=1.[C-]1(P(C2C=CC=CC=2)C2C=CC=CC=2)C=CC=C1.[Fe+2]. The yield is 0.670. (2) The reactants are Br[C:2]1[C:6]([CH3:8])([CH3:7])[O:5]/[C:4](=[C:9]2/[C:10](=[O:19])[NH:11][C:12]3[C:17]/2=[CH:16][C:15]([F:18])=[CH:14][CH:13]=3)/[CH:3]=1.[CH:20]([C:22]1[CH:27]=[CH:26][C:25](B(O)O)=[CH:24][CH:23]=1)=[O:21].C(=O)([O-])[O-].[K+].[K+].C(OCC)(=O)C. The catalyst is C1COCC1.O.C1(P(C2C=CC=CC=2)C2C=CC=CC=2)C=CC=CC=1.C1(P(C2C=CC=CC=2)C2C=CC=CC=2)C=CC=CC=1.C1(P(C2C=CC=CC=2)C2C=CC=CC=2)C=CC=CC=1.C1(P(C2C=CC=CC=2)C2C=CC=CC=2)C=CC=CC=1.[Pd]. The product is [F:18][C:15]1[CH:16]=[C:17]2[C:12](=[CH:13][CH:14]=1)[NH:11][C:10](=[O:19])/[C:9]/2=[C:4]1\[CH:3]=[C:2]([C:25]2[CH:26]=[CH:27][C:22]([CH:20]=[O:21])=[CH:23][CH:24]=2)[C:6]([CH3:8])([CH3:7])[O:5]\1. The yield is 0.515. (3) The yield is 0.300. The reactants are [NH2:1][C@@H:2]([CH2:5][C:6]1[CH:11]=[CH:10][C:9]([O:12][C:13]2[N:18]3[CH:19]=[CH:20][N:21]=[C:17]3[CH:16]=[CH:15][CH:14]=2)=[CH:8][CH:7]=1)[CH2:3][OH:4].[CH2:22]([O:29][C:30]1[CH:35]=[CH:34][C:33]([C@H:36]([O:39][Si:40]([CH2:45][CH3:46])([CH2:43][CH3:44])[CH2:41][CH3:42])[CH2:37]I)=[CH:32][C:31]=1[NH:47][S:48]([CH3:51])(=[O:50])=[O:49])[C:23]1[CH:28]=[CH:27][CH:26]=[CH:25][CH:24]=1.C(N(C(C)C)CC)(C)C.O. The product is [CH2:22]([O:29][C:30]1[CH:35]=[CH:34][C:33]([C@@H:36]([O:39][Si:40]([CH2:41][CH3:42])([CH2:43][CH3:44])[CH2:45][CH3:46])[CH2:37][NH:1][C@@H:2]([CH2:5][C:6]2[CH:7]=[CH:8][C:9]([O:12][C:13]3[N:18]4[CH:19]=[CH:20][N:21]=[C:17]4[CH:16]=[CH:15][CH:14]=3)=[CH:10][CH:11]=2)[CH2:3][OH:4])=[CH:32][C:31]=1[NH:47][S:48]([CH3:51])(=[O:49])=[O:50])[C:23]1[CH:28]=[CH:27][CH:26]=[CH:25][CH:24]=1. The catalyst is CN1CCN(C)C1=O. (4) The reactants are [O:1]=[C:2]1[C:10]2[C:5](=[CH:6][CH:7]=[CH:8][CH:9]=2)[C:4](=[O:11])[N:3]1[CH:12]1[CH2:17][CH2:16][CH:15]([S:18](Cl)(=[O:20])=[O:19])[CH2:14][CH2:13]1.[NH3:22].C1COCC1. No catalyst specified. The product is [O:1]=[C:2]1[C:10]2[C:5](=[CH:6][CH:7]=[CH:8][CH:9]=2)[C:4](=[O:11])[N:3]1[CH:12]1[CH2:17][CH2:16][CH:15]([S:18]([NH2:22])(=[O:20])=[O:19])[CH2:14][CH2:13]1. The yield is 0.640.